Predict which catalyst facilitates the given reaction. From a dataset of Catalyst prediction with 721,799 reactions and 888 catalyst types from USPTO. (1) Reactant: [CH3:1][O:2][C:3]1[CH:4]=[N:5][CH:6]=[C:7]([CH:10]=1)[CH:8]=O.[CH3:11][O:12][C:13]1[CH:14]=[C:15]([CH:17]=[CH:18][CH:19]=1)[NH2:16]. Product: [CH3:11][O:12][C:13]1[CH:14]=[C:15]([CH:17]=[CH:18][CH:19]=1)[N:16]=[CH:8][C:7]1[CH:6]=[N:5][CH:4]=[C:3]([O:2][CH3:1])[CH:10]=1. The catalyst class is: 8. (2) Reactant: [CH2:1]([O:3][C:4](=[O:25])[CH:5]([C:9]1[C:14]([F:15])=[CH:13][C:12](OS(C(F)(F)F)(=O)=O)=[CH:11][C:10]=1[F:24])[O:6][CH2:7][CH3:8])[CH3:2].[B:26]1([B:26]2[O:30][C:29]([CH3:32])([CH3:31])[C:28]([CH3:34])([CH3:33])[O:27]2)[O:30][C:29]([CH3:32])([CH3:31])[C:28]([CH3:34])([CH3:33])[O:27]1.C([O-])([O-])=O.[K+].[K+]. Product: [CH2:1]([O:3][C:4](=[O:25])[CH:5]([C:9]1[C:10]([F:24])=[CH:11][C:12]([B:26]2[O:30][C:29]([CH3:32])([CH3:31])[C:28]([CH3:34])([CH3:33])[O:27]2)=[CH:13][C:14]=1[F:15])[O:6][CH2:7][CH3:8])[CH3:2]. The catalyst class is: 12. (3) Reactant: CCN(C(C)C)C(C)C.[CH:10]1([CH2:13]Br)[CH2:12][CH2:11]1.Cl.[Cl:16][C:17]1[C:18]([F:48])=[C:19]([NH:23][C:24]2[C:33]3[C:28](=[CH:29][C:30]([O:46][CH3:47])=[C:31]([CH2:34][N:35]([CH3:45])[C:36]4([C:42]([NH2:44])=[O:43])[CH2:41][CH2:40][NH:39][CH2:38][CH2:37]4)[CH:32]=3)[N:27]=[CH:26][N:25]=2)[CH:20]=[CH:21][CH:22]=1. Product: [Cl:16][C:17]1[C:18]([F:48])=[C:19]([NH:23][C:24]2[C:33]3[C:28](=[CH:29][C:30]([O:46][CH3:47])=[C:31]([CH2:34][N:35]([CH3:45])[C:36]4([C:42]([NH2:44])=[O:43])[CH2:41][CH2:40][N:39]([CH2:13][CH:10]5[CH2:12][CH2:11]5)[CH2:38][CH2:37]4)[CH:32]=3)[N:27]=[CH:26][N:25]=2)[CH:20]=[CH:21][CH:22]=1. The catalyst class is: 9. (4) Reactant: [Cl-].[Al+3].[Cl-].[Cl-].[CH3:5][O:6][C:7]1[CH:8]=[C:9]2[C:14](=[CH:15][CH:16]=1)[NH:13][C:12](=[O:17])[CH2:11][CH2:10]2.[CH3:18][O:19]C(Cl)Cl. Product: [CH3:5][O:6][C:7]1[CH:8]=[C:9]2[C:14](=[CH:15][C:16]=1[CH:18]=[O:19])[NH:13][C:12](=[O:17])[CH2:11][CH2:10]2. The catalyst class is: 473. (5) Reactant: N.[CH3:2][N:3]([CH3:36])[C@@H:4]1[CH2:8][CH2:7][N:6]([C:9]2[CH:18]=[C:17]3[C:12]([C:13](=[O:27])[N:14](COC(=O)C(C)(C)C)[CH:15]=[N:16]3)=[C:11]([O:28][CH:29]3[CH2:34][CH2:33][N:32]([CH3:35])[CH2:31][CH2:30]3)[CH:10]=2)[CH2:5]1. Product: [CH3:2][N:3]([CH3:36])[C@@H:4]1[CH2:8][CH2:7][N:6]([C:9]2[CH:18]=[C:17]3[C:12]([C:13](=[O:27])[NH:14][CH:15]=[N:16]3)=[C:11]([O:28][CH:29]3[CH2:34][CH2:33][N:32]([CH3:35])[CH2:31][CH2:30]3)[CH:10]=2)[CH2:5]1. The catalyst class is: 5. (6) Reactant: C1C=CC(P(C2C=CC=CC=2)C2C=CC=CC=2)=CC=1.[F:20][C:21]1[CH:51]=[CH:50][C:24]([O:25][C:26]2[CH:31]=[CH:30][C:29]([S:32]([N:35]3[CH2:44][CH2:43][C:42]4[C:37](=[CH:38][CH:39]=[C:40]([OH:45])[CH:41]=4)[CH:36]3[C:46]([O:48][CH3:49])=[O:47])(=[O:34])=[O:33])=[CH:28][CH:27]=2)=[CH:23][CH:22]=1.[N:52]1([CH2:58][CH2:59]O)[CH2:57][CH2:56][O:55][CH2:54][CH2:53]1.CCOC(/N=N/C(OCC)=O)=O. Product: [F:20][C:21]1[CH:22]=[CH:23][C:24]([O:25][C:26]2[CH:27]=[CH:28][C:29]([S:32]([N:35]3[CH2:44][CH2:43][C:42]4[C:37](=[CH:38][CH:39]=[C:40]([O:45][CH2:59][CH2:58][N:52]5[CH2:57][CH2:56][O:55][CH2:54][CH2:53]5)[CH:41]=4)[CH:36]3[C:46]([O:48][CH3:49])=[O:47])(=[O:33])=[O:34])=[CH:30][CH:31]=2)=[CH:50][CH:51]=1. The catalyst class is: 1.